From a dataset of Forward reaction prediction with 1.9M reactions from USPTO patents (1976-2016). Predict the product of the given reaction. (1) Given the reactants [CH3:1][O:2][C:3]1[CH:4]=[CH:5][C:6]([CH3:13])=[C:7]([CH:12]=1)[C:8]([O:10][CH3:11])=[O:9].[Br:14]N1C(=O)CCC1=O, predict the reaction product. The product is: [Br:14][CH2:13][C:6]1[CH:5]=[CH:4][C:3]([O:2][CH3:1])=[CH:12][C:7]=1[C:8]([O:10][CH3:11])=[O:9]. (2) Given the reactants [CH2:1]1COCC1.C([Li])CCC.[CH3:11][O:12][C:13]1[CH:26]=[CH:25][C:24]([CH3:27])=[CH:23][C:14]=1[C:15]([C:17]1[CH:22]=[CH:21][CH:20]=[CH:19][CH:18]=1)=O.O, predict the reaction product. The product is: [CH3:11][O:12][C:13]1[CH:26]=[CH:25][C:24]([CH3:27])=[CH:23][C:14]=1[C:15]([C:17]1[CH:22]=[CH:21][CH:20]=[CH:19][CH:18]=1)=[CH2:1]. (3) Given the reactants CN([CH:4]=[O:5])C.[C:6](OC)(=O)[C:7]1[CH:15]=[C:13](O)[C:11](O)=[C:9](O)[CH:8]=1.[CH2:19](Br)[C:20]1[CH:25]=[CH:24][CH:23]=[CH:22][CH:21]=1.[C:27](=[O:30])([O-])[O-].[K+].[K+], predict the reaction product. The product is: [CH2:19]([C:8]1[CH:9]=[C:11]([CH:13]=[C:15]([CH2:6][C:7]2[CH:15]=[CH:13][CH:11]=[CH:9][CH:8]=2)[C:7]=1[CH2:6][C:7]1[CH:15]=[CH:13][CH:11]=[CH:9][CH:8]=1)[C:27]([O:5][CH3:4])=[O:30])[C:20]1[CH:25]=[CH:24][CH:23]=[CH:22][CH:21]=1. (4) Given the reactants [CH2:1]([N:8]1[C:17]2[C:12](=[CH:13][C:14]([C:18]3[CH:23]=[CH:22][CH:21]=[CH:20][CH:19]=3)=[CH:15][N:16]=2)[C:11]([OH:24])=[C:10]([C:25](OCC)=[O:26])[C:9]1=[O:30])[C:2]1[CH:7]=[CH:6][CH:5]=[CH:4][CH:3]=1.C(N1C2C(=CC=CN=2)C(O)=C(C(OCC)=O)C1=O)C1C=CC=CC=1.[NH2:55][C:56]1[CH:61]=[CH:60][CH:59]=[CH:58][C:57]=1[S:62]([NH2:65])(=[O:64])=[O:63].NC1C=CC(Br)=CC=1S(N)(=O)=O, predict the reaction product. The product is: [NH2:65][S:62]([C:57]1[CH:58]=[CH:59][CH:60]=[CH:61][C:56]=1[NH:55][C:25]([C:10]1[C:9](=[O:30])[N:8]([CH2:1][C:2]2[CH:7]=[CH:6][CH:5]=[CH:4][CH:3]=2)[C:17]2[C:12]([C:11]=1[OH:24])=[CH:13][C:14]([C:18]1[CH:23]=[CH:22][CH:21]=[CH:20][CH:19]=1)=[CH:15][N:16]=2)=[O:26])(=[O:63])=[O:64]. (5) Given the reactants [C:1]1([CH:7]([C:20]2[CH:25]=[CH:24][CH:23]=[CH:22][CH:21]=2)[CH2:8][CH2:9][NH:10][C:11](=[O:19])[C:12]2[CH:17]=[CH:16][C:15]([OH:18])=[N:14][CH:13]=2)[CH:6]=[CH:5][CH:4]=[CH:3][CH:2]=1.Br[CH2:27][CH2:28][O:29][CH3:30], predict the reaction product. The product is: [C:20]1([CH:7]([C:1]2[CH:2]=[CH:3][CH:4]=[CH:5][CH:6]=2)[CH2:8][CH2:9][NH:10][C:11]([C:12]2[CH:17]=[CH:16][C:15](=[O:18])[N:14]([CH2:27][CH2:28][O:29][CH3:30])[CH:13]=2)=[O:19])[CH:25]=[CH:24][CH:23]=[CH:22][CH:21]=1. (6) Given the reactants FC(F)(F)[C:3]1[CH:4]=[C:5]([NH:8][C:9]([C:11]2[C:16]([NH2:17])=[N:15][C:14]([C:18]([F:21])([F:20])[F:19])=[C:13](Br)[N:12]=2)=[O:10])[NH:6][N:7]=1.NC1C(C(O)=O)=NC([Cl:36])=C(C(F)(F)F)N=1.N1NC(N)=CC=1, predict the reaction product. The product is: [N:7]1[NH:6][C:5]([NH:8][C:9]([C:11]2[C:16]([NH2:17])=[N:15][C:14]([C:18]([F:21])([F:20])[F:19])=[C:13]([Cl:36])[N:12]=2)=[O:10])=[CH:4][CH:3]=1. (7) Given the reactants [CH3:1][N:2]([CH3:31])[C:3]1[N:12]=[C:11]([NH:13][CH2:14][C:15]2[CH:20]=[CH:19][C:18]([NH:21][C:22]([CH:24]3[CH2:29][CH2:28][NH:27][CH2:26][CH2:25]3)=[O:23])=[CH:17][CH:16]=2)[C:10]2[C:5](=[CH:6][C:7]([CH3:30])=[CH:8][CH:9]=2)[N:4]=1.[F:32][C:33]1[CH:40]=[C:39]([F:41])[CH:38]=[C:37]([F:42])[C:34]=1[CH:35]=O.Cl, predict the reaction product. The product is: [CH3:1][N:2]([CH3:31])[C:3]1[N:12]=[C:11]([NH:13][CH2:14][C:15]2[CH:16]=[CH:17][C:18]([NH:21][C:22]([CH:24]3[CH2:29][CH2:28][N:27]([CH2:35][C:34]4[C:33]([F:32])=[CH:40][C:39]([F:41])=[CH:38][C:37]=4[F:42])[CH2:26][CH2:25]3)=[O:23])=[CH:19][CH:20]=2)[C:10]2[C:5](=[CH:6][C:7]([CH3:30])=[CH:8][CH:9]=2)[N:4]=1. (8) Given the reactants [CH3:1][O:2][C:3]1[CH:20]=[C:19]2[C:6]([C@@:7]3([CH3:24])[C@H:16]([CH2:17][S:18]2)[C@:15]2([CH3:21])[C@H:10]([C:11]([CH3:23])([CH3:22])[CH2:12][CH2:13][CH2:14]2)[CH2:9][CH2:8]3)=[C:5]([OH:25])[CH:4]=1.N1C=CC=CC=1.[O:32](S(C(F)(F)F)(=O)=O)[S:33]([C:36]([F:39])([F:38])[F:37])(=O)=[O:34], predict the reaction product. The product is: [F:37][C:36]([F:39])([F:38])[S:33]([O:25][C:5]1[CH:4]=[C:3]([O:2][CH3:1])[CH:20]=[C:19]2[C:6]=1[C@@:7]1([CH3:24])[C@H:16]([CH2:17][S:18]2)[C@:15]2([CH3:21])[C@H:10]([C:11]([CH3:23])([CH3:22])[CH2:12][CH2:13][CH2:14]2)[CH2:9][CH2:8]1)(=[O:34])=[O:32].